This data is from Forward reaction prediction with 1.9M reactions from USPTO patents (1976-2016). The task is: Predict the product of the given reaction. (1) Given the reactants [C:1]([O:5][C:6]([N:8]1[CH2:15][CH2:14][CH2:13][C@@H:9]1[C:10]([OH:12])=O)=[O:7])([CH3:4])([CH3:3])[CH3:2].C1CCC(N=C=NC2CCCCC2)CC1.C1C=CC2N(O)N=NC=2C=1.CCN(C(C)C)C(C)C.Cl.[CH3:51][NH:52][O:53][CH3:54], predict the reaction product. The product is: [CH3:54][O:53][N:52]([CH3:51])[C:10]([C@H:9]1[CH2:13][CH2:14][CH2:15][N:8]1[C:6]([O:5][C:1]([CH3:2])([CH3:3])[CH3:4])=[O:7])=[O:12]. (2) Given the reactants [CH3:1][O:2][CH2:3]COCCOCCO.[OH-].[K+].[C:14]1([CH3:24])[CH:19]=[CH:18][C:17]([S:20](Cl)(=[O:22])=[O:21])=[CH:16][CH:15]=1, predict the reaction product. The product is: [S:20]([C:17]1[CH:18]=[CH:19][C:14]([CH3:24])=[CH:15][CH:16]=1)([OH:2])(=[O:22])=[O:21].[CH3:1][O:2][CH3:3]. (3) Given the reactants C[O:2][C:3]1[CH:8]=[C:7]([C:9]([CH3:16])([CH3:15])[C:10]([O:12][CH2:13][CH3:14])=[O:11])[CH:6]=[C:5]([O:17]C)[C:4]=1[C:19]1[CH:24]=[C:23]([CH3:25])[CH:22]=[C:21]([CH3:26])[CH:20]=1.B(Br)(Br)Br.[OH:31][C:32]1[CH:37]=[C:36]([C:38]([CH3:45])([CH3:44])[C:39]([O:41][CH2:42][CH3:43])=[O:40])[CH:35]=[C:34]([O:46][CH3:47])[C:33]=1[C:48]1[CH:53]=[C:52]([CH3:54])[CH:51]=[C:50]([CH3:55])[CH:49]=1, predict the reaction product. The product is: [OH:2][C:3]1[CH:8]=[C:7]([C:9]([CH3:15])([CH3:16])[C:10]([O:12][CH2:13][CH3:14])=[O:11])[CH:6]=[C:5]([OH:17])[C:4]=1[C:19]1[CH:20]=[C:21]([CH3:26])[CH:22]=[C:23]([CH3:25])[CH:24]=1.[OH:31][C:32]1[CH:37]=[C:36]([C:38]([CH3:44])([CH3:45])[C:39]([O:41][CH2:42][CH3:43])=[O:40])[CH:35]=[C:34]([O:46][CH3:47])[C:33]=1[C:48]1[CH:53]=[C:52]([CH3:54])[CH:51]=[C:50]([CH3:55])[CH:49]=1. (4) The product is: [Cl:1][C:2]1[CH:10]=[CH:9][C:5]([C:6]([NH:14][C:15]2[CH:20]=[CH:19][C:18]([Cl:21])=[CH:17][N:16]=2)=[O:7])=[CH:4][C:3]=1[N+:11]([O-:13])=[O:12]. Given the reactants [Cl:1][C:2]1[CH:10]=[CH:9][C:5]([C:6](Cl)=[O:7])=[CH:4][C:3]=1[N+:11]([O-:13])=[O:12].[NH2:14][C:15]1[CH:20]=[CH:19][C:18]([Cl:21])=[CH:17][N:16]=1.C(N(CC)C(C)C)(C)C, predict the reaction product. (5) Given the reactants C([O:3][C:4]([C:6]1[C:15](=[O:16])[C:14]2[C:9](=[CH:10][CH:11]=[CH:12][C:13]=2[O:17][CH3:18])[NH:8][CH:7]=1)=[O:5])C, predict the reaction product. The product is: [CH3:18][O:17][C:13]1[CH:12]=[CH:11][CH:10]=[C:9]2[C:14]=1[C:15](=[O:16])[C:6]([C:4]([OH:5])=[O:3])=[CH:7][NH:8]2. (6) Given the reactants C[O:2][C:3](=[O:27])[CH2:4][CH2:5][NH:6][C:7]([N:9]1[CH2:26][CH2:25][C:12]2([N:16]([C:17]3[CH:22]=[CH:21][CH:20]=[CH:19][CH:18]=3)[CH2:15][N:14]([CH3:23])[C:13]2=[O:24])[CH2:11][CH2:10]1)=[O:8].Cl, predict the reaction product. The product is: [CH3:23][N:14]1[C:13](=[O:24])[C:12]2([CH2:25][CH2:26][N:9]([C:7]([NH:6][CH2:5][CH2:4][C:3]([OH:27])=[O:2])=[O:8])[CH2:10][CH2:11]2)[N:16]([C:17]2[CH:18]=[CH:19][CH:20]=[CH:21][CH:22]=2)[CH2:15]1. (7) Given the reactants [CH3:1][C:2]1[CH:7]=[CH:6][CH:5]=[C:4]([CH3:8])[C:3]=1[NH:9][C:10]1[C:18]2[C:13](=[N:14][C:15]([NH:19][C:20]3[CH:25]=[CH:24][CH:23]=[CH:22][CH:21]=3)=[N:16][CH:17]=2)[N:12]([CH2:26][CH2:27][CH:28]=[O:29])[N:11]=1.[BH4-].[Na+], predict the reaction product. The product is: [CH3:8][C:4]1[CH:5]=[CH:6][CH:7]=[C:2]([CH3:1])[C:3]=1[NH:9][C:10]1[C:18]2[C:13](=[N:14][C:15]([NH:19][C:20]3[CH:21]=[CH:22][CH:23]=[CH:24][CH:25]=3)=[N:16][CH:17]=2)[N:12]([CH2:26][CH2:27][CH2:28][OH:29])[N:11]=1. (8) The product is: [CH3:33][S:34]([O:7][C:8]1[C:30]2[CH2:31][O:27][C:28](=[O:32])[C:29]=2[C:6]([OH:16])=[C:5]2[C:9]=1[CH:10]=[C:11]([O:12][CH3:13])[C:3]([O:2][CH3:1])=[CH:4]2)(=[O:36])=[O:35]. Given the reactants [CH3:1][O:2][C:3]1[CH:4]=[C:5]2[C:9](=[CH:10][C:11]=1[O:12][CH3:13])[CH:8](C#N)[O:7][C:6]2=[O:16].C[Si]([N-][Si](C)(C)C)(C)C.[Li+].[O:27]1[CH2:31][CH:30]=[CH:29][C:28]1=[O:32].[CH3:33][S:34](Cl)(=[O:36])=[O:35].[Cl-].[NH4+], predict the reaction product. (9) Given the reactants [Cl:1][C:2]1[CH:3]=[C:4]([CH:25]=[CH:26][C:27]=1[Cl:28])[O:5][C:6]1[CH:11]=[CH:10][CH:9]=[CH:8][C:7]=1[NH:12][S:13]([C:16]1[CH:24]=[CH:23][C:19]([C:20]([OH:22])=O)=[CH:18][CH:17]=1)(=[O:15])=[O:14].[N:29]1([CH2:35][C:36]([NH:38][C:39]2[CH:40]=[N:41][CH:42]=[CH:43][CH:44]=2)=[O:37])[CH2:34][CH2:33][NH:32][CH2:31][CH2:30]1, predict the reaction product. The product is: [Cl:1][C:2]1[CH:3]=[C:4]([CH:25]=[CH:26][C:27]=1[Cl:28])[O:5][C:6]1[CH:11]=[CH:10][CH:9]=[CH:8][C:7]=1[NH:12][S:13]([C:16]1[CH:17]=[CH:18][C:19]([C:20]([N:32]2[CH2:33][CH2:34][N:29]([CH2:35][C:36]([NH:38][C:39]3[CH:40]=[N:41][CH:42]=[CH:43][CH:44]=3)=[O:37])[CH2:30][CH2:31]2)=[O:22])=[CH:23][CH:24]=1)(=[O:14])=[O:15]. (10) Given the reactants [CH3:1][C:2]1[C:6]([CH2:7][N:8]2[CH:12]=[C:11]([N:13]3[C:17](=[O:18])[CH2:16][NH:15][C:14]3=[O:19])[CH:10]=[N:9]2)=[C:5]([CH3:20])[O:4][N:3]=1.Br[CH2:22][C:23]1[CH:28]=[CH:27][CH:26]=[C:25]([F:29])[CH:24]=1, predict the reaction product. The product is: [CH3:1][C:2]1[C:6]([CH2:7][N:8]2[CH:12]=[C:11]([N:13]3[C:17](=[O:18])[CH2:16][N:15]([CH2:22][C:23]4[CH:28]=[CH:27][CH:26]=[C:25]([F:29])[CH:24]=4)[C:14]3=[O:19])[CH:10]=[N:9]2)=[C:5]([CH3:20])[O:4][N:3]=1.